Dataset: Full USPTO retrosynthesis dataset with 1.9M reactions from patents (1976-2016). Task: Predict the reactants needed to synthesize the given product. (1) Given the product [CH2:7]([O:6][CH2:5][C@H:2]1[CH2:3][CH2:14][S:15](=[O:17])(=[O:16])[NH:1]1)[C:8]1[CH:13]=[CH:12][CH:11]=[CH:10][CH:9]=1, predict the reactants needed to synthesize it. The reactants are: [NH2:1][C@@H:2]([CH2:5][O:6][CH2:7][C:8]1[CH:13]=[CH:12][CH:11]=[CH:10][CH:9]=1)[CH2:3]O.[CH3:14][S:15](Cl)(=[O:17])=[O:16]. (2) Given the product [Br:37][C:28]1[CH:27]=[N:26][CH:25]=[C:24]([Br:23])[C:29]=1[C:30]1[C:31](=[O:33])[N:21]([CH3:22])[C:3]2[N:4]=[C:5]([NH:8][C:9]3[CH:14]=[CH:13][C:12]([N:15]4[CH2:20][CH2:19][O:18][CH2:17][CH2:16]4)=[CH:11][CH:10]=3)[N:6]=[CH:7][C:2]=2[N:1]=1, predict the reactants needed to synthesize it. The reactants are: [NH2:1][C:2]1[C:3]([NH:21][CH3:22])=[N:4][C:5]([NH:8][C:9]2[CH:14]=[CH:13][C:12]([N:15]3[CH2:20][CH2:19][O:18][CH2:17][CH2:16]3)=[CH:11][CH:10]=2)=[N:6][CH:7]=1.[Br:23][C:24]1[CH:25]=[N:26][CH:27]=[C:28]([Br:37])[C:29]=1[C:30](=O)[C:31]([O:33]CC)=O.CC(O)=O. (3) Given the product [NH:1]1[CH2:6][CH2:5][CH2:4][CH2:3][CH:2]1[CH2:7][C:8]([OH:17])=[O:20], predict the reactants needed to synthesize it. The reactants are: [NH:1]1[CH2:6][CH2:5][CH2:4][CH2:3][CH:2]1[CH:7](O)[CH3:8].[Br-].[K+].Cl.Cl[O-].[Na+].Cl([O-])=[O:17].[Na+].[OH2:20]. (4) Given the product [C:21]([O:20][C:18]([CH2:17][CH2:16][C:13]1[O:12][C:11]([C:9]([OH:10])=[O:8])=[CH:15][CH:14]=1)=[O:19])([CH3:24])([CH3:22])[CH3:23], predict the reactants needed to synthesize it. The reactants are: C([O:8][C:9]([C:11]1[O:12][C:13]([CH:16]=[CH:17][C:18]([O:20][C:21]([CH3:24])([CH3:23])[CH3:22])=[O:19])=[CH:14][CH:15]=1)=[O:10])C1C=CC=CC=1. (5) Given the product [CH3:28][C:29]1[C:33]([CH2:34][C:35]([NH:55][CH2:54][C:47]2[CH:48]=[CH:49][C:50]([F:53])=[C:51]([F:52])[C:46]=2[F:45])=[O:37])=[C:32]([CH3:38])[N:31]([C:39]2[N:44]=[CH:43][CH:42]=[CH:41][N:40]=2)[N:30]=1, predict the reactants needed to synthesize it. The reactants are: ClC1C=C(F)C=CC=1CNC(=O)CC1C(C)=NN(C2C=CC(F)=CC=2)C=1C.[CH3:28][C:29]1[C:33]([CH2:34][C:35]([OH:37])=O)=[C:32]([CH3:38])[N:31]([C:39]2[N:44]=[CH:43][CH:42]=[CH:41][N:40]=2)[N:30]=1.[F:45][C:46]1[C:51]([F:52])=[C:50]([F:53])[CH:49]=[CH:48][C:47]=1[CH2:54][NH2:55]. (6) Given the product [CH2:41]([O:40][C:38]([C:2]1[CH:3]=[C:4]([F:30])[C:5]2[N:6]([C:8]([S:11][C:12]3[CH:13]=[C:14]4[C:19](=[CH:20][CH:21]=3)[N:18]=[CH:17][C:16]([N:22]3[CH2:26][CH2:25][C@H:24]([N:27]([CH3:28])[CH3:29])[CH2:23]3)=[CH:15]4)=[N:9][N:10]=2)[CH:7]=1)=[CH2:39])[CH3:42], predict the reactants needed to synthesize it. The reactants are: Br[C:2]1[CH:3]=[C:4]([F:30])[C:5]2[N:6]([C:8]([S:11][C:12]3[CH:13]=[C:14]4[C:19](=[CH:20][CH:21]=3)[N:18]=[CH:17][C:16]([N:22]3[CH2:26][CH2:25][C@H:24]([N:27]([CH3:29])[CH3:28])[CH2:23]3)=[CH:15]4)=[N:9][N:10]=2)[CH:7]=1.N#N.C([Sn](CCCC)(CCCC)[C:38]([O:40][CH2:41][CH3:42])=[CH2:39])CCC.